Dataset: Retrosynthesis with 50K atom-mapped reactions and 10 reaction types from USPTO. Task: Predict the reactants needed to synthesize the given product. (1) Given the product O=C1CCC(c2ccccc2)(c2ccccc2)[C@@H]2CN(C(=O)[C@@H](O)c3ccccc3)C[C@H]12, predict the reactants needed to synthesize it. The reactants are: CC(=O)O[C@H](C(=O)N1C[C@@H]2C(=O)CCC(c3ccccc3)(c3ccccc3)[C@@H]2C1)c1ccccc1. (2) Given the product Cc1cc(C)nc(SCCCCOc2ccc3c(c2)C(C)(C)OC(=O)N3)n1, predict the reactants needed to synthesize it. The reactants are: CC1(C)OC(=O)Nc2ccc(OCCCCCl)cc21.Cc1cc(C)nc(S)n1.